From a dataset of Full USPTO retrosynthesis dataset with 1.9M reactions from patents (1976-2016). Predict the reactants needed to synthesize the given product. The reactants are: Cl.[NH:2]1[CH2:7][CH2:6][CH2:5][CH2:4][C@@H:3]1[C:8]([O:10][CH3:11])=[O:9].C1C=CC2N(O)N=NC=2C=1.CN1CCOCC1.[C:29]1([CH2:35][O:36][C:37]([NH:39][CH2:40][C:41](O)=[O:42])=[O:38])[CH:34]=[CH:33][CH:32]=[CH:31][CH:30]=1.CCN=C=NCCCN(C)C. Given the product [C:29]1([CH2:35][O:36][C:37]([NH:39][CH2:40][C:41]([N:2]2[CH2:7][CH2:6][CH2:5][CH2:4][C@@H:3]2[C:8]([O:10][CH3:11])=[O:9])=[O:42])=[O:38])[CH:30]=[CH:31][CH:32]=[CH:33][CH:34]=1, predict the reactants needed to synthesize it.